This data is from Reaction yield outcomes from USPTO patents with 853,638 reactions. The task is: Predict the reaction yield, written as a fraction of the theoretical maximum amount of product (1.0 means a 100% yield; for example, 0.34 means a 34% yield). (1) The reactants are [NH2:1][C:2]1[CH:28]=[CH:27][C:5]([O:6][C:7]2[C:16]3[C:11](=[CH:12][C:13]([O:19][CH2:20][C:21]4[CH:26]=[CH:25][CH:24]=[CH:23][CH:22]=4)=[C:14]([C:17]#[N:18])[CH:15]=3)[N:10]=[CH:9][CH:8]=2)=[CH:4][CH:3]=1.[F:29][C:30]1[CH:35]=[CH:34][C:33]([N:36]=[C:37]=[O:38])=[CH:32][CH:31]=1. The yield is 0.919. The product is [CH2:20]([O:19][C:13]1[CH:12]=[C:11]2[C:16]([C:7]([O:6][C:5]3[CH:4]=[CH:3][C:2]([NH:1][C:37]([NH:36][C:33]4[CH:34]=[CH:35][C:30]([F:29])=[CH:31][CH:32]=4)=[O:38])=[CH:28][CH:27]=3)=[CH:8][CH:9]=[N:10]2)=[CH:15][C:14]=1[C:17]#[N:18])[C:21]1[CH:26]=[CH:25][CH:24]=[CH:23][CH:22]=1. The catalyst is C1(C)C=CC=CC=1.C(#N)C. (2) The reactants are [C:1]([O:8]CC)(=[O:7])[C:2](OCC)=O.[O-]CC.[K+].[N+:15]([C:18]1[CH:23]=[CH:22][CH:21]=[C:20]([CH3:24])[C:19]=1C)([O-:17])=[O:16]. The catalyst is CCOCC. The product is [CH3:24][C:20]1[CH:21]=[CH:22][CH:23]=[C:18]([N+:15]([O-:17])=[O:16])[C:19]=1[CH2:2][C:1]([OH:8])=[O:7]. The yield is 0.450.